This data is from Peptide-MHC class I binding affinity with 185,985 pairs from IEDB/IMGT. The task is: Regression. Given a peptide amino acid sequence and an MHC pseudo amino acid sequence, predict their binding affinity value. This is MHC class I binding data. The peptide sequence is MMAKSNSPF. The MHC is HLA-B15:42 with pseudo-sequence HLA-B15:42. The binding affinity (normalized) is 0.213.